This data is from Full USPTO retrosynthesis dataset with 1.9M reactions from patents (1976-2016). The task is: Predict the reactants needed to synthesize the given product. (1) Given the product [CH2:1]([O:3][C:4](=[O:27])[CH:5]([N:13]([S:14]([C:17]1[CH:18]=[CH:19][C:20]([NH2:23])=[CH:21][CH:22]=1)(=[O:15])=[O:16])[CH3:26])[CH2:6][C:7]1[CH:8]=[CH:9][CH:10]=[CH:11][CH:12]=1)[CH3:2], predict the reactants needed to synthesize it. The reactants are: [CH2:1]([O:3][C:4](=[O:27])[CH:5]([N:13]([CH3:26])[S:14]([C:17]1[CH:22]=[CH:21][C:20]([N+:23]([O-])=O)=[CH:19][CH:18]=1)(=[O:16])=[O:15])[CH2:6][C:7]1[CH:12]=[CH:11][CH:10]=[CH:9][CH:8]=1)[CH3:2].[H][H]. (2) Given the product [F:44][C:33]1[CH:32]=[C:31]([O:30][CH2:29][C:28]2[CH:45]=[CH:46][C:25]([CH2:24][N:10]3[C:11]([CH2:13][CH2:14][C:15]4[CH:16]=[CH:17][CH:18]=[CH:19][CH:20]=4)=[CH:12][C:8]([C:5]4[CH:4]=[CH:3][C:2]([F:1])=[CH:7][CH:6]=4)=[N:9]3)=[CH:26][CH:27]=2)[CH:36]=[CH:35][C:34]=1[CH2:37][CH2:38][C:39]([O:41][CH2:42][CH3:43])=[O:40], predict the reactants needed to synthesize it. The reactants are: [F:1][C:2]1[CH:7]=[CH:6][C:5]([C:8]2[CH:12]=[C:11]([CH2:13][CH2:14][C:15]3[CH:20]=[CH:19][CH:18]=[CH:17][CH:16]=3)[NH:10][N:9]=2)=[CH:4][CH:3]=1.[H-].[Na+].Cl[CH2:24][C:25]1[CH:46]=[CH:45][C:28]([CH2:29][O:30][C:31]2[CH:36]=[CH:35][C:34]([CH2:37][CH2:38][C:39]([O:41][CH2:42][CH3:43])=[O:40])=[C:33]([F:44])[CH:32]=2)=[CH:27][CH:26]=1.Cl. (3) Given the product [CH3:23][N:24]([CH2:25][C:26]1[CH:31]=[CH:30][CH:29]=[CH:28][CH:27]=1)[C:16](=[O:18])[C:15]1[CH:14]=[CH:13][C:12]([N:5]2[C:6]3[CH2:7][CH2:8][CH2:9][CH2:10][C:11]=3[C:3]([C:2]([F:1])([F:21])[F:22])=[N:4]2)=[CH:20][CH:19]=1, predict the reactants needed to synthesize it. The reactants are: [F:1][C:2]([F:22])([F:21])[C:3]1[C:11]2[CH2:10][CH2:9][CH2:8][CH2:7][C:6]=2[N:5]([C:12]2[CH:20]=[CH:19][C:15]([C:16]([OH:18])=O)=[CH:14][CH:13]=2)[N:4]=1.[CH3:23][NH:24][CH2:25][C:26]1[CH:31]=[CH:30][CH:29]=[CH:28][CH:27]=1. (4) Given the product [CH:9]1(/[CH:8]=[CH:7]/[B:19]2[O:23][C:22]([CH3:25])([CH3:24])[C:21]([CH3:27])([CH3:26])[O:20]2)[CH2:14][CH2:13][CH2:12][CH2:11][CH2:10]1, predict the reactants needed to synthesize it. The reactants are: [Li]C(C)(C)C.I/[CH:7]=[CH:8]/[CH:9]1[CH2:14][CH2:13][CH2:12][CH2:11][CH2:10]1.C(O[B:19]1[O:23][C:22]([CH3:25])([CH3:24])[C:21]([CH3:27])([CH3:26])[O:20]1)(C)C.